Dataset: Reaction yield outcomes from USPTO patents with 853,638 reactions. Task: Predict the reaction yield, written as a fraction of the theoretical maximum amount of product (1.0 means a 100% yield; for example, 0.34 means a 34% yield). The reactants are C(OC([N:8]1[CH:13]2[CH2:14][CH2:15][CH:9]1[CH2:10][NH:11][CH2:12]2)=O)(C)(C)C.C[Si]([N:20]=[C:21]=[O:22])(C)C.C(Cl)[Cl:24]. No catalyst specified. The product is [ClH:24].[CH:9]12[NH:8][CH:13]([CH2:14][CH2:15]1)[CH2:12][N:11]([C:21]([NH2:20])=[O:22])[CH2:10]2. The yield is 0.990.